From a dataset of Forward reaction prediction with 1.9M reactions from USPTO patents (1976-2016). Predict the product of the given reaction. (1) The product is: [C:12]([N:16]=[CH:20][C:8]1[CH:9]=[N:10][C:3]([O:2][CH3:1])=[CH:4][C:7]=1[CH3:11])([CH3:15])([CH3:14])[CH3:13]. Given the reactants [CH3:1][O:2][C:3]1[N:10]=[CH:9][CH:8]=[C:7]([CH3:11])[C:4]=1C=O.[C:12]([NH2:16])([CH3:15])([CH3:14])[CH3:13].[Cl-].[Ca+2].[Cl-].[CH2:20](Cl)Cl, predict the reaction product. (2) The product is: [CH2:1]([O:8][C:9]1[CH:10]=[C:11]2[C:15](=[CH:16][CH:17]=1)[N:14]([CH2:18][C:19]1[CH:24]=[CH:23][C:22]([O:25][CH2:26][CH2:27][CH2:28][N:47]3[CH2:52][CH2:51][CH2:50][CH2:49][CH2:48]3)=[CH:21][CH:20]=1)[C:13]([C:30]1[CH:35]=[CH:34][C:33]([O:36][CH2:37][C:38]3[CH:43]=[CH:42][CH:41]=[CH:40][CH:39]=3)=[CH:32][CH:31]=1)=[C:12]2[CH3:44])[C:2]1[CH:7]=[CH:6][CH:5]=[CH:4][CH:3]=1. Given the reactants [CH2:1]([O:8][C:9]1[CH:10]=[C:11]2[C:15](=[CH:16][CH:17]=1)[N:14]([CH2:18][C:19]1[CH:24]=[CH:23][C:22]([O:25][CH2:26][CH2:27][CH2:28]Cl)=[CH:21][CH:20]=1)[C:13]([C:30]1[CH:35]=[CH:34][C:33]([O:36][CH2:37][C:38]3[CH:43]=[CH:42][CH:41]=[CH:40][CH:39]=3)=[CH:32][CH:31]=1)=[C:12]2[CH3:44])[C:2]1[CH:7]=[CH:6][CH:5]=[CH:4][CH:3]=1.[I-].[K+].[NH:47]1[CH2:52][CH2:51][CH2:50][CH2:49][CH2:48]1.O, predict the reaction product. (3) Given the reactants [C:1](Cl)(=[O:3])[CH3:2].[NH2:5][C:6]1[C:15]2[N:16]=[C:17]([CH2:30][O:31][CH2:32][CH3:33])[N:18]([CH2:19][C:20]([NH:23][C:24]([NH:26][CH:27]([CH3:29])[CH3:28])=[O:25])([CH3:22])[CH3:21])[C:14]=2[C:13]2[CH:12]=[CH:11][C:10]([O:34][CH2:35][CH2:36][CH2:37][CH2:38][CH2:39][CH2:40][NH2:41])=[CH:9][C:8]=2[N:7]=1.C(N(CC)CC)C, predict the reaction product. The product is: [NH2:5][C:6]1[C:15]2[N:16]=[C:17]([CH2:30][O:31][CH2:32][CH3:33])[N:18]([CH2:19][C:20]([NH:23][C:24]([NH:26][CH:27]([CH3:29])[CH3:28])=[O:25])([CH3:21])[CH3:22])[C:14]=2[C:13]2[CH:12]=[CH:11][C:10]([O:34][CH2:35][CH2:36][CH2:37][CH2:38][CH2:39][CH2:40][NH:41][C:1](=[O:3])[CH3:2])=[CH:9][C:8]=2[N:7]=1. (4) Given the reactants I[C:2]1[CH:7]=[CH:6][C:5](/[C:8](/[CH3:15])=[CH:9]/[C:10]([O:12][CH2:13][CH3:14])=[O:11])=[CH:4][CH:3]=1.[F:16][C:17]1[CH:22]=[CH:21][C:20](B(O)O)=[CH:19][CH:18]=1, predict the reaction product. The product is: [F:16][C:17]1[CH:22]=[CH:21][C:20]([C:2]2[CH:7]=[CH:6][C:5](/[C:8](/[CH3:15])=[CH:9]/[C:10]([O:12][CH2:13][CH3:14])=[O:11])=[CH:4][CH:3]=2)=[CH:19][CH:18]=1. (5) Given the reactants [CH3:1][O:2][C:3](=[O:12])[C:4]1[CH:9]=[CH:8][CH:7]=[CH:6][C:5]=1[C:10]#[CH:11].[CH2:13]([O:15][C:16](=[O:20])/[CH:17]=[CH:18]\I)[CH3:14], predict the reaction product. The product is: [CH3:1][O:2][C:3](=[O:12])[C:4]1[CH:9]=[CH:8][CH:7]=[CH:6][C:5]=1[C:10]#[C:11][CH:18]=[CH:17][C:16]([O:15][CH2:13][CH3:14])=[O:20]. (6) Given the reactants CS[C:3]1[N:4]=[CH:5][CH2:6][C:7](=[O:9])[N:8]=1.[NH2:10][C:11]1[CH:16]=[CH:15][CH:14]=[CH:13][CH:12]=1.CCCCCC, predict the reaction product. The product is: [NH:10]([C:3]1[N:4]=[CH:5][CH2:6][C:7](=[O:9])[N:8]=1)[C:11]1[CH:16]=[CH:15][CH:14]=[CH:13][CH:12]=1. (7) Given the reactants Cl[C:2]1[CH:7]=[C:6]([CH3:8])[C:5]([N+:9]([O-:11])=[O:10])=[CH:4][N:3]=1.[C:12]1([OH:18])[CH:17]=[CH:16][CH:15]=[CH:14][CH:13]=1.C(=O)([O-])[O-].[K+].[K+].O, predict the reaction product. The product is: [CH3:8][C:6]1[C:5]([N+:9]([O-:11])=[O:10])=[CH:4][N:3]=[C:2]([O:18][C:12]2[CH:17]=[CH:16][CH:15]=[CH:14][CH:13]=2)[CH:7]=1.